From a dataset of Choline transporter screen with 302,306 compounds. Binary Classification. Given a drug SMILES string, predict its activity (active/inactive) in a high-throughput screening assay against a specified biological target. (1) The molecule is S1C(CC(=O)Nc2ccc(OC(F)(F)F)cc2)C(=O)NC(C1)C(OCC)=O. The result is 0 (inactive). (2) The drug is S(CCc1[nH+]cccc1)c1ccc(F)cc1. The result is 0 (inactive).